Dataset: Catalyst prediction with 721,799 reactions and 888 catalyst types from USPTO. Task: Predict which catalyst facilitates the given reaction. (1) Reactant: Br[CH2:2][CH2:3][CH2:4][CH2:5][N:6]1[C:10](=[O:11])[C:9]2=[CH:12][CH:13]=[CH:14][CH:15]=[C:8]2[C:7]1=[O:16].[CH2:17]([N:24]1[CH2:29][CH2:28][NH:27][CH2:26][CH2:25]1)[C:18]1[CH:23]=[CH:22][CH:21]=[CH:20][CH:19]=1. Product: [CH2:17]([N:24]1[CH2:29][CH2:28][N:27]([CH2:2][CH2:3][CH2:4][CH2:5][N:6]2[C:10](=[O:11])[C:9]3[C:8](=[CH:15][CH:14]=[CH:13][CH:12]=3)[C:7]2=[O:16])[CH2:26][CH2:25]1)[C:18]1[CH:19]=[CH:20][CH:21]=[CH:22][CH:23]=1. The catalyst class is: 10. (2) Reactant: [C:1]1(=[O:12])[C:10]2[C:5](=[CH:6][CH:7]=[CH:8][CH:9]=2)[C:4](=[O:11])[CH2:3][O:2]1.CO.[BH4-].[Na+]. Product: [OH:11][CH:4]1[C:5]2[C:10](=[CH:9][CH:8]=[CH:7][CH:6]=2)[C:1](=[O:12])[O:2][CH2:3]1. The catalyst class is: 6. (3) Reactant: [Br:1][C:2]1[CH:3]=[CH:4][C:5]([CH3:10])=[C:6]([CH:9]=1)[NH:7][CH3:8].C(N(C(C)C)CC)(C)C.[C:20](Cl)(=[O:23])[CH:21]=[CH2:22]. Product: [Br:1][C:2]1[CH:3]=[CH:4][C:5]([CH3:10])=[C:6]([N:7]([CH3:8])[C:20](=[O:23])[CH:21]=[CH2:22])[CH:9]=1. The catalyst class is: 4.